Dataset: Full USPTO retrosynthesis dataset with 1.9M reactions from patents (1976-2016). Task: Predict the reactants needed to synthesize the given product. (1) Given the product [C:47]([O:51][C:52]([N:54]1[CH2:59][CH2:58][N:57]([NH:60][C:22]([C:14]2[N:13]([CH2:12][C:9]3[CH:8]=[C:7]([C:5]4[S:6][C:2]([Cl:1])=[CH:3][CH:4]=4)[O:11][N:10]=3)[C:21]3[C:16]([CH:15]=2)=[CH:17][CH:18]=[CH:19][CH:20]=3)=[O:23])[CH2:56][CH2:55]1)=[O:53])([CH3:50])([CH3:48])[CH3:49], predict the reactants needed to synthesize it. The reactants are: [Cl:1][C:2]1[S:6][C:5]([C:7]2[O:11][N:10]=[C:9]([CH2:12][N:13]3[C:21]4[C:16](=[CH:17][CH:18]=[CH:19][CH:20]=4)[CH:15]=[C:14]3[C:22](O)=[O:23])[CH:8]=2)=[CH:4][CH:3]=1.[B-](F)(F)(F)F.CCOC(C(C#N)=NOC(N(C)C)=[N+](C)C)=O.[C:47]([O:51][C:52]([N:54]1[CH2:59][CH2:58][N:57]([NH2:60])[CH2:56][CH2:55]1)=[O:53])([CH3:50])([CH3:49])[CH3:48]. (2) The reactants are: [Cl:1][C:2]1[CH:7]=[C:6]([C:8]([F:11])([F:10])[F:9])[CH:5]=[CH:4][C:3]=1[C:12]1[C:20]2[C:15](=[CH:16][C:17]([S:21]([N:24](CC3C=CC(OC)=CC=3OC)[C:25]3[S:29][N:28]=[CH:27][N:26]=3)(=[O:23])=[O:22])=[CH:18][CH:19]=2)[N:14]([CH3:41])[CH:13]=1.C(O)(C(F)(F)F)=O. Given the product [Cl:1][C:2]1[CH:7]=[C:6]([C:8]([F:10])([F:9])[F:11])[CH:5]=[CH:4][C:3]=1[C:12]1[C:20]2[C:15](=[CH:16][C:17]([S:21]([NH:24][C:25]3[S:29][N:28]=[CH:27][N:26]=3)(=[O:23])=[O:22])=[CH:18][CH:19]=2)[N:14]([CH3:41])[CH:13]=1, predict the reactants needed to synthesize it. (3) Given the product [CH2:25]([N:22]([CH2:21][CH:10]([O:19][CH2:15][CH3:16])[O:9][CH2:1][CH3:2])[C:12](=[O:14])[CH2:11][CH2:10][O:9][CH2:1][CH2:2][C:3]1[CH:4]=[CH:5][CH:6]=[CH:7][CH:8]=1)[C:3]1[CH:8]=[CH:7][CH:6]=[CH:5][CH:4]=1, predict the reactants needed to synthesize it. The reactants are: [CH2:1]([O:9][CH2:10][CH2:11][C:12]([OH:14])=O)[CH2:2][C:3]1[CH:8]=[CH:7][CH:6]=[CH:5][CH:4]=1.[C:15](Cl)(=[O:19])[C:16](Cl)=O.[CH3:21][N:22]([CH3:25])C=O. (4) Given the product [N:10]1[CH:9]=[C:14]2[C:13]([N:17]=[CH:16][NH:15]2)=[N:12][CH:11]=1, predict the reactants needed to synthesize it. The reactants are: C1CCC(CO[C:9]2[C:14]3[NH:15][CH:16]=[N:17][C:13]=3[N:12]=[C:11](F)[N:10]=2)CC1.CCCCO.NC1C=CC=CC=1.C(O)(C(F)(F)F)=O. (5) The reactants are: [Cl:1][C:2]1[C:18]([Cl:19])=[C:17]([CH2:20][CH2:21][C:22](=[O:38])[C:23]2[S:24][CH:25]=[C:26]([C:28]3[CH:33]=[CH:32][C:31]([C:34]([F:37])([F:36])[F:35])=[CH:30][CH:29]=3)[CH:27]=2)[CH:16]=[CH:15][C:3]=1[O:4][C:5]([CH3:14])([CH3:13])[C:6]([O:8]C(C)(C)C)=[O:7].FC(F)(F)C(O)=O. Given the product [Cl:1][C:2]1[C:18]([Cl:19])=[C:17]([CH2:20][CH2:21][C:22](=[O:38])[C:23]2[S:24][CH:25]=[C:26]([C:28]3[CH:29]=[CH:30][C:31]([C:34]([F:35])([F:36])[F:37])=[CH:32][CH:33]=3)[CH:27]=2)[CH:16]=[CH:15][C:3]=1[O:4][C:5]([CH3:13])([CH3:14])[C:6]([OH:8])=[O:7], predict the reactants needed to synthesize it.